From a dataset of Forward reaction prediction with 1.9M reactions from USPTO patents (1976-2016). Predict the product of the given reaction. The product is: [C:20]([O:24][C:25]([N:27]1[CH2:32][CH2:31][CH:30]([CH2:33][CH2:34][Br:36])[CH2:29][CH2:28]1)=[O:26])([CH3:23])([CH3:22])[CH3:21]. Given the reactants C1(P(C2C=CC=CC=2)C2C=CC=CC=2)C=CC=CC=1.[C:20]([O:24][C:25]([N:27]1[CH2:32][CH2:31][CH:30]([CH2:33][CH2:34]O)[CH2:29][CH2:28]1)=[O:26])([CH3:23])([CH3:22])[CH3:21].[Br:36]C(Br)(Br)Br, predict the reaction product.